This data is from Forward reaction prediction with 1.9M reactions from USPTO patents (1976-2016). The task is: Predict the product of the given reaction. (1) Given the reactants [CH3:1][O:2][C:3]1[CH:8]=[C:7]([O:9][CH3:10])[CH:6]=[CH:5][C:4]=1[C:11]([C:13]1[CH:18]=[CH:17][CH:16]=[C:15]([C:19]([F:22])([F:21])[F:20])[C:14]=1F)=O.O.[NH2:25][NH2:26], predict the reaction product. The product is: [CH3:1][O:2][C:3]1[CH:8]=[C:7]([O:9][CH3:10])[CH:6]=[CH:5][C:4]=1[C:11]1[C:13]2[C:14](=[C:15]([C:19]([F:22])([F:21])[F:20])[CH:16]=[CH:17][CH:18]=2)[NH:26][N:25]=1. (2) Given the reactants [Cl:1][C:2]1[N:7]=[C:6]([Cl:8])[C:5]([N+:9]([O-])=O)=[C:4]([Cl:12])[N:3]=1.O, predict the reaction product. The product is: [Cl:1][C:2]1[N:7]=[C:6]([Cl:8])[C:5]([NH2:9])=[C:4]([Cl:12])[N:3]=1. (3) The product is: [Cl:23][C:20]1[CH:21]=[CH:22][C:17]([C:9]2[C:10]3[C:11](=[N:12][CH:13]=[N:14][C:15]=3[NH2:16])[N:7]([CH:5]3[CH2:4][N:3]([CH:25]([CH3:27])[CH3:24])[CH2:6]3)[N:8]=2)=[CH:18][CH:19]=1. Given the reactants Cl.Cl.[NH:3]1[CH2:6][CH:5]([N:7]2[C:11]3=[N:12][CH:13]=[N:14][C:15]([NH2:16])=[C:10]3[C:9]([C:17]3[CH:22]=[CH:21][C:20]([Cl:23])=[CH:19][CH:18]=3)=[N:8]2)[CH2:4]1.[CH3:24][C:25]([CH3:27])=O.[BH-](OC(C)=O)(OC(C)=O)OC(C)=O.[Na+].C(O)(=O)C, predict the reaction product. (4) The product is: [OH:4][C:3]1[CH:5]=[CH:6][CH:7]=[CH:8][C:2]=1/[CH:1]=[C:18]1/[C:16](=[O:17])[N:15]=[C:13]([NH:11][CH3:10])[S:12]/1. Given the reactants [CH:1](=O)[C:2]1[C:3](=[CH:5][CH:6]=[CH:7][CH:8]=1)[OH:4].[CH3:10][NH2:11].[S:12]1[CH2:18][C:16](=[O:17])[NH:15][C:13]1=S, predict the reaction product.